This data is from Reaction yield outcomes from USPTO patents with 853,638 reactions. The task is: Predict the reaction yield, written as a fraction of the theoretical maximum amount of product (1.0 means a 100% yield; for example, 0.34 means a 34% yield). The reactants are [NH2:1][C:2]1[N:10]=[C:9]([O:11][CH3:12])[CH:8]=[C:7]([O:13][CH3:14])[C:3]=1[C:4]([NH2:6])=[O:5].[OH:15][C:16]1[C:23]([CH3:24])=[CH:22][C:19]([CH:20]=O)=[CH:18][C:17]=1[CH3:25].OS([O-])=O.[Na+].CC1C=CC(S(O)(=O)=O)=CC=1. The catalyst is CN(C)C(=O)C. The product is [OH:15][C:16]1[C:23]([CH3:24])=[CH:22][C:19]([C:20]2[NH:6][C:4](=[O:5])[C:3]3[C:7]([O:13][CH3:14])=[CH:8][C:9]([O:11][CH3:12])=[N:10][C:2]=3[N:1]=2)=[CH:18][C:17]=1[CH3:25]. The yield is 0.396.